Predict the reaction yield, written as a fraction of the theoretical maximum amount of product (1.0 means a 100% yield; for example, 0.34 means a 34% yield). From a dataset of Reaction yield outcomes from USPTO patents with 853,638 reactions. (1) The reactants are C=O.[Cl:3][C:4]1[C:5]([CH2:23][CH2:24][C:25]2[CH:30]=[CH:29][CH:28]=[CH:27][C:26]=2[C:31]2([C:34]([NH2:36])=[O:35])[CH2:33][CH2:32]2)=[N:6][C:7]([NH:10][C:11]2[CH:16]=[CH:15][C:14]([CH:17]3[CH2:22][CH2:21][NH:20][CH2:19][CH2:18]3)=[CH:13][CH:12]=2)=[N:8][CH:9]=1.[C:37](O[BH-](OC(=O)C)OC(=O)C)(=O)C.[Na+]. The catalyst is CO. The product is [Cl:3][C:4]1[C:5]([CH2:23][CH2:24][C:25]2[CH:30]=[CH:29][CH:28]=[CH:27][C:26]=2[C:31]2([C:34]([NH2:36])=[O:35])[CH2:32][CH2:33]2)=[N:6][C:7]([NH:10][C:11]2[CH:16]=[CH:15][C:14]([CH:17]3[CH2:22][CH2:21][N:20]([CH3:37])[CH2:19][CH2:18]3)=[CH:13][CH:12]=2)=[N:8][CH:9]=1. The yield is 0.260. (2) The catalyst is CO.O. The reactants are C[O:2][C:3](=[O:38])[C:4]1[CH:9]=[CH:8][CH:7]=[C:6]([N:10]2[C:14]([NH:15][C:16]([NH:18][C:19]3[CH:24]=[CH:23][C:22]([O:25][C:26]4[CH:31]=[CH:30][N:29]=[C:28]([CH3:32])[CH:27]=4)=[CH:21][C:20]=3[F:33])=[O:17])=[CH:13][C:12]([C:34]([CH3:37])([CH3:36])[CH3:35])=[N:11]2)[CH:5]=1.COC(=O)C1C=CC(N2C(NC(NC3C=CC(OC4C=CN=C(C)C=4)=CC=3F)=O)=CC(C(C)(C)C)=N2)=CC=1.[OH-].[K+]. The yield is 0.980. The product is [C:34]([C:12]1[CH:13]=[C:14]([NH:15][C:16]([NH:18][C:19]2[CH:24]=[CH:23][C:22]([O:25][C:26]3[CH:31]=[CH:30][N:29]=[C:28]([CH3:32])[CH:27]=3)=[CH:21][C:20]=2[F:33])=[O:17])[N:10]([C:6]2[CH:5]=[C:4]([CH:9]=[CH:8][CH:7]=2)[C:3]([OH:38])=[O:2])[N:11]=1)([CH3:37])([CH3:35])[CH3:36].